This data is from Full USPTO retrosynthesis dataset with 1.9M reactions from patents (1976-2016). The task is: Predict the reactants needed to synthesize the given product. (1) Given the product [NH2:23][C:20]1[CH:21]=[CH:22][C:17](/[CH:16]=[CH:15]/[C:4]2[C:5]([CH3:14])([CH3:13])[O:6][C:7](=[C:8]([C:11]#[N:12])[C:9]#[N:10])[C:3]=2[C:1]#[N:2])=[CH:18][CH:19]=1, predict the reactants needed to synthesize it. The reactants are: [C:1]([C:3]1[C:7](=[C:8]([C:11]#[N:12])[C:9]#[N:10])[O:6][C:5]([CH3:14])([CH3:13])[C:4]=1/[CH:15]=[CH:16]/[C:17]1[CH:22]=[CH:21][C:20]([NH:23]C(=O)OC(C)(C)C)=[CH:19][CH:18]=1)#[N:2].C(O)(C(F)(F)F)=O. (2) Given the product [CH:41]1([C:39]([NH:38][C:36]2[N:37]=[C:32]3[CH:31]=[CH:30][C:29]([O:28][C:27]4[CH:44]=[CH:45][C:46]([CH3:47])=[C:25]([NH:24][C:7]([C:5]5[N:4]([CH2:10][C:11]([F:14])([F:13])[F:12])[N:3]=[C:2]([CH3:1])[CH:6]=5)=[O:9])[CH:26]=4)=[CH:34][N:33]3[N:35]=2)=[O:40])[CH2:42][CH2:43]1, predict the reactants needed to synthesize it. The reactants are: [CH3:1][C:2]1[CH:6]=[C:5]([C:7]([OH:9])=O)[N:4]([CH2:10][C:11]([F:14])([F:13])[F:12])[N:3]=1.O1CCCC1.S(Cl)(Cl)=O.[NH2:24][C:25]1[CH:26]=[C:27]([CH:44]=[CH:45][C:46]=1[CH3:47])[O:28][C:29]1[CH:30]=[CH:31][C:32]2[N:33]([N:35]=[C:36]([NH:38][C:39]([CH:41]3[CH2:43][CH2:42]3)=[O:40])[N:37]=2)[CH:34]=1. (3) Given the product [Cl:1][C:2]1[N:3]=[N:4][C:5]([NH:14][NH2:15])=[CH:6][C:7]=1[CH:8]1[CH2:11][CH2:10][CH2:9]1, predict the reactants needed to synthesize it. The reactants are: [Cl:1][C:2]1[N:3]=[N:4][C:5](Cl)=[CH:6][C:7]=1[CH:8]1[CH2:11][CH2:10][CH2:9]1.O.[NH2:14][NH2:15]. (4) Given the product [CH3:50][S:51]([OH:54])(=[O:53])=[O:52].[CH3:50][S:51]([OH:54])(=[O:53])=[O:52].[CH2:48]([O:47][C:37]1[CH:36]=[C:35]([C:32]2[CH:33]=[CH:34][C:29]([N:25]3[CH2:26][CH2:27][CH2:28][N:22]([C:19]4[CH:18]=[CH:17][C:16]([C:6]5[CH:7]=[C:8]([O:13][CH2:14][CH3:15])[C:9]([O:10][CH2:11][CH3:12])=[C:4]([O:1][CH2:2][CH3:3])[CH:5]=5)=[CH:21][N:20]=4)[CH2:23][CH2:24]3)=[N:30][CH:31]=2)[CH:40]=[C:39]([O:41][CH2:42][CH3:43])[C:38]=1[O:44][CH2:45][CH3:46])[CH3:49], predict the reactants needed to synthesize it. The reactants are: [O:1]([C:4]1[CH:5]=[C:6]([C:16]2[CH:17]=[CH:18][C:19]([N:22]3[CH2:28][CH2:27][CH2:26][N:25]([C:29]4[CH:34]=[CH:33][C:32]([C:35]5[CH:40]=[C:39]([O:41][CH2:42][CH3:43])[C:38]([O:44][CH2:45][CH3:46])=[C:37]([O:47][CH2:48][CH3:49])[CH:36]=5)=[CH:31][N:30]=4)[CH2:24][CH2:23]3)=[N:20][CH:21]=2)[CH:7]=[C:8]([O:13][CH2:14][CH3:15])[C:9]=1[O:10][CH2:11][CH3:12])[CH2:2][CH3:3].[CH3:50][S:51]([OH:54])(=[O:53])=[O:52]. (5) Given the product [Br:14][C:15]1[CH:21]=[CH:20][C:18]([NH:19][C:2]2[C:7]([C:8]([O:10][CH2:11][CH3:12])=[O:9])=[CH:6][N:5]=[C:4]([Cl:13])[CH:3]=2)=[C:17]([CH3:22])[CH:16]=1, predict the reactants needed to synthesize it. The reactants are: Cl[C:2]1[C:7]([C:8]([O:10][CH2:11][CH3:12])=[O:9])=[CH:6][N:5]=[C:4]([Cl:13])[CH:3]=1.[Br:14][C:15]1[CH:21]=[CH:20][C:18]([NH2:19])=[C:17]([CH3:22])[CH:16]=1.[Li+].C[Si]([N-][Si](C)(C)C)(C)C. (6) Given the product [Cl:21][C:22]1[N:23]=[N:24][C:25]([C:3]2[C:2]([F:1])=[CH:7][CH:6]=[CH:5][N:4]=2)=[CH:26][CH:27]=1, predict the reactants needed to synthesize it. The reactants are: [F:1][C:2]1[C:3]([Sn](CCCC)(CCCC)CCCC)=[N:4][CH:5]=[CH:6][CH:7]=1.[Cl:21][C:22]1[N:23]=[N:24][C:25](Cl)=[CH:26][CH:27]=1.